Dataset: Full USPTO retrosynthesis dataset with 1.9M reactions from patents (1976-2016). Task: Predict the reactants needed to synthesize the given product. Given the product [CH3:1][N:2]([CH3:6])[C:3](=[O:4])[O:16][CH2:15][C@H:14]([NH:13][C:12]([O:11][C:7]([CH3:10])([CH3:8])[CH3:9])=[O:18])[CH3:17], predict the reactants needed to synthesize it. The reactants are: [CH3:1][N:2]([CH3:6])[C:3](Cl)=[O:4].[C:7]([O:11][C:12](=[O:18])[NH:13][C@H:14]([CH3:17])[CH2:15][OH:16])([CH3:10])([CH3:9])[CH3:8].N1C=CC=CC=1.